This data is from Forward reaction prediction with 1.9M reactions from USPTO patents (1976-2016). The task is: Predict the product of the given reaction. (1) Given the reactants [O:1]1[C:5]2[CH:6]=[CH:7][C:8]([CH2:10][C:11]([OH:13])=O)=[CH:9][C:4]=2[O:3][CH2:2]1.[CH3:14][C:15]1[S:19][C:18]([NH2:20])=[N:17][C:16]=1[C:21]1[CH:22]=[C:23]2[C:27](=[CH:28][CH:29]=1)[N:26]([S:30]([C:33]1[CH:38]=[CH:37][CH:36]=[CH:35][C:34]=1[N+:39]([O-:41])=[O:40])(=[O:32])=[O:31])[CH2:25][CH2:24]2.C(N(CC)CC)C.CCCP(=O)=O, predict the reaction product. The product is: [O:1]1[C:5]2[CH:6]=[CH:7][C:8]([CH2:10][C:11]([NH:20][C:18]3[S:19][C:15]([CH3:14])=[C:16]([C:21]4[CH:22]=[C:23]5[C:27](=[CH:28][CH:29]=4)[N:26]([S:30]([C:33]4[CH:38]=[CH:37][CH:36]=[CH:35][C:34]=4[N+:39]([O-:41])=[O:40])(=[O:31])=[O:32])[CH2:25][CH2:24]5)[N:17]=3)=[O:13])=[CH:9][C:4]=2[O:3][CH2:2]1. (2) The product is: [Si:10]([O:9][CH2:8][C:4]1[N:3]=[C:2]([O:17][CH2:18][C@H:19]2[CH2:23][CH2:22][CH2:21][N:20]2[C:24]([O:26][C:27]([CH3:30])([CH3:29])[CH3:28])=[O:25])[CH:7]=[CH:6][CH:5]=1)([C:13]([CH3:16])([CH3:15])[CH3:14])([CH3:12])[CH3:11]. Given the reactants Br[C:2]1[CH:7]=[CH:6][CH:5]=[C:4]([CH2:8][O:9][Si:10]([C:13]([CH3:16])([CH3:15])[CH3:14])([CH3:12])[CH3:11])[N:3]=1.[OH:17][CH2:18][C@H:19]1[CH2:23][CH2:22][CH2:21][N:20]1[C:24]([O:26][C:27]([CH3:30])([CH3:29])[CH3:28])=[O:25].C(P(C(C)(C)C)C1C=CC=CC=1C1C(N(C)C)=CC=CC=1)(C)(C)C.C([O-])([O-])=O.[Cs+].[Cs+], predict the reaction product.